From a dataset of Full USPTO retrosynthesis dataset with 1.9M reactions from patents (1976-2016). Predict the reactants needed to synthesize the given product. (1) Given the product [Cl:2][C:3]1[CH:4]=[C:5]2[C:9](=[CH:10][CH:11]=1)[NH:8][CH:7]=[C:6]2[CH2:12][CH2:13][NH:14][C:26]([C:24]1[N:25]=[C:21]([C:15]2[CH:16]=[CH:17][CH:18]=[CH:19][CH:20]=2)[S:22][CH:23]=1)=[O:27], predict the reactants needed to synthesize it. The reactants are: Cl.[Cl:2][C:3]1[CH:4]=[C:5]2[C:9](=[CH:10][CH:11]=1)[NH:8][CH:7]=[C:6]2[CH2:12][CH2:13][NH2:14].[C:15]1([C:21]2[S:22][CH:23]=[C:24]([C:26](Cl)=[O:27])[N:25]=2)[CH:20]=[CH:19][CH:18]=[CH:17][CH:16]=1.C(N(CC)CC)C.C(OCC)(=O)C. (2) Given the product [Br:1][C:2]1[C:3]([Cl:9])=[N+:4]([O-:14])[C:5]([CH3:8])=[CH:6][CH:7]=1, predict the reactants needed to synthesize it. The reactants are: [Br:1][C:2]1[C:3]([Cl:9])=[N:4][C:5]([CH3:8])=[CH:6][CH:7]=1.OO.NC(N)=[O:14].FC(F)(F)C(OC(=O)C(F)(F)F)=O. (3) The reactants are: [CH:1]([NH2:3])=O.[NH2:4][C:5]1[C:9](C#N)=[CH:8][N:7]([CH2:12][CH2:13][CH2:14][CH2:15][CH2:16][CH2:17][CH2:18][CH2:19][CH2:20][CH2:21][CH3:22])[N:6]=1.[NH2:23][C:24]1[N:28]([CH2:29][CH2:30][CH2:31][CH2:32][CH2:33][CH2:34][CH2:35][CH2:36][CH2:37][CH2:38][CH3:39])[N:27]=[CH:26][C:25]=1[C:40]#[N:41]. Given the product [CH2:12]([N:7]1[C:8]2=[N:23][CH:24]=[N:28][C:1]([NH2:3])=[C:9]2[CH:5]=[N:6]1)[CH2:13][CH2:14][CH2:15][CH2:16][CH2:17][CH2:18][CH2:19][CH2:20][CH2:21][CH3:22].[CH2:29]([N:28]1[CH:24]=[C:25]2[C:26]([N:4]=[CH:5][N:6]=[C:40]2[NH2:41])=[N:27]1)[CH2:30][CH2:31][CH2:32][CH2:33][CH2:34][CH2:35][CH2:36][CH2:37][CH2:38][CH3:39], predict the reactants needed to synthesize it. (4) Given the product [C:23]([O:22][C:20](=[O:21])[C:19]([CH3:28])([O:1][C:2]1[CH:3]=[CH:4][C:5]([C:6]([O:8][CH3:9])=[O:7])=[CH:10][CH:11]=1)[CH3:27])([CH3:26])([CH3:25])[CH3:24], predict the reactants needed to synthesize it. The reactants are: [OH:1][C:2]1[CH:11]=[CH:10][C:5]([C:6]([O:8][CH3:9])=[O:7])=[CH:4][CH:3]=1.C(=O)([O-])[O-].[K+].[K+].Br[C:19]([CH3:28])([CH3:27])[C:20]([O:22][C:23]([CH3:26])([CH3:25])[CH3:24])=[O:21]. (5) The reactants are: [Cl:1][C:2]1[CH:7]=[CH:6][C:5]([C@H:8]([OH:11])[CH2:9][OH:10])=[CH:4][CH:3]=1.N1C=CN=C1.[Si:17](Cl)([C:20]([CH3:23])([CH3:22])[CH3:21])([CH3:19])[CH3:18]. Given the product [Si:17]([O:10][CH2:9][C@H:8]([C:5]1[CH:4]=[CH:3][C:2]([Cl:1])=[CH:7][CH:6]=1)[OH:11])([C:20]([CH3:23])([CH3:22])[CH3:21])([CH3:19])[CH3:18], predict the reactants needed to synthesize it. (6) Given the product [Cl:1][C:2]1[S:3][C:4]2[CH:10]=[C:9]([C:11]([NH:16][CH3:17])=[O:13])[CH:8]=[CH:7][C:5]=2[N:6]=1, predict the reactants needed to synthesize it. The reactants are: [Cl:1][C:2]1[S:3][C:4]2[CH:10]=[C:9]([C:11]([OH:13])=O)[CH:8]=[CH:7][C:5]=2[N:6]=1.CN.[N:16]1C(C)=CC=C[C:17]=1C.CN(C(ON1N=NC2C=CC=NC1=2)=[N+](C)C)C.F[P-](F)(F)(F)(F)F.